Dataset: Forward reaction prediction with 1.9M reactions from USPTO patents (1976-2016). Task: Predict the product of the given reaction. (1) Given the reactants [C:1]([C:3]1[S:4][C:5]([CH3:8])=[CH:6][CH:7]=1)#[CH:2].C(NC(C)C)(C)C.I[C:17]1[CH:22]=[CH:21][C:20](/[C:23](/[C:40]2[CH:45]=[CH:44][CH:43]=[C:42]([C:46]([F:49])([F:48])[F:47])[CH:41]=2)=[CH:24]\[CH2:25][O:26][C:27]2[CH:38]=[CH:37][C:30]([O:31][CH2:32][C:33]([O:35][CH3:36])=[O:34])=[C:29]([CH3:39])[CH:28]=2)=[CH:19][CH:18]=1, predict the reaction product. The product is: [CH3:39][C:29]1[CH:28]=[C:27]([O:26][CH2:25]/[CH:24]=[C:23](\[C:20]2[CH:21]=[CH:22][C:17]([C:2]#[C:1][C:3]3[S:4][C:5]([CH3:8])=[CH:6][CH:7]=3)=[CH:18][CH:19]=2)/[C:40]2[CH:45]=[CH:44][CH:43]=[C:42]([C:46]([F:49])([F:48])[F:47])[CH:41]=2)[CH:38]=[CH:37][C:30]=1[O:31][CH2:32][C:33]([O:35][CH3:36])=[O:34]. (2) Given the reactants [F:1][C:2]([F:22])([F:21])[C:3]1[CH:8]=[CH:7][C:6]([CH2:9][CH2:10][NH:11][C:12]2[C:17]([CH3:18])=[CH:16][C:15]([CH3:19])=[CH:14][C:13]=2[CH3:20])=[CH:5][CH:4]=1.C(OC([NH:30][CH:31]([C:35]1[CH:40]=[CH:39][CH:38]=[CH:37][CH:36]=1)[C:32](O)=[O:33])=O)(C)(C)C, predict the reaction product. The product is: [NH2:30][CH:31]([C:35]1[CH:40]=[CH:39][CH:38]=[CH:37][CH:36]=1)[C:32]([N:11]([CH2:10][CH2:9][C:6]1[CH:7]=[CH:8][C:3]([C:2]([F:21])([F:22])[F:1])=[CH:4][CH:5]=1)[C:12]1[C:17]([CH3:18])=[CH:16][C:15]([CH3:19])=[CH:14][C:13]=1[CH3:20])=[O:33].